From a dataset of Full USPTO retrosynthesis dataset with 1.9M reactions from patents (1976-2016). Predict the reactants needed to synthesize the given product. (1) Given the product [Cl:1][C:2]1[C:3]([C:22]([NH:24][CH2:25][C:26]23[CH2:33][CH:32]4[CH2:31][CH:30]([CH2:29][CH:28]([CH2:34]4)[CH2:27]2)[CH2:35]3)=[O:23])=[C:4]2[C:9](=[CH:10][CH:11]=1)[N:8]=[C:7]([N:12]1[CH2:16][CH2:15][C@H:14]([NH:17][CH2:18][CH2:19][C:20]([OH:38])=[O:36])[CH2:13]1)[CH:6]=[CH:5]2, predict the reactants needed to synthesize it. The reactants are: [Cl:1][C:2]1[CH:11]=[CH:10][C:9]2[N:8]=[C:7]([N:12]3[CH2:16][CH2:15][C@H:14]([NH:17][CH2:18][CH2:19][C:20]#N)[CH2:13]3)[CH:6]=[CH:5][C:4]=2[C:3]=1[C:22]([NH:24][CH2:25][C:26]12[CH2:35][CH:30]3[CH2:31][CH:32]([CH2:34][CH:28]([CH2:29]3)[CH2:27]1)[CH2:33]2)=[O:23].[OH-:36].[K+].[OH2:38].N. (2) Given the product [O:16]=[C:17]1[CH2:22][N:21]([C:23](=[O:28])[C:24]([F:26])([F:25])[F:27])[CH2:20][CH2:19][N:18]1[C:29]1[CH:30]=[CH:31][C:32]([S:35]([NH:1][C:2]2[CH:7]=[CH:6][N:5]=[CH:4][N:3]=2)(=[O:37])=[O:36])=[CH:33][CH:34]=1, predict the reactants needed to synthesize it. The reactants are: [NH2:1][C:2]1[CH:7]=[CH:6][N:5]=[CH:4][N:3]=1.C1N2CCN(CC2)C1.[O:16]=[C:17]1[CH2:22][N:21]([C:23](=[O:28])[C:24]([F:27])([F:26])[F:25])[CH2:20][CH2:19][N:18]1[C:29]1[CH:34]=[CH:33][C:32]([S:35](Cl)(=[O:37])=[O:36])=[CH:31][CH:30]=1. (3) Given the product [CH2:8]([O:7][C:5](=[O:6])[CH:4]([O:3][CH2:1][CH3:2])[CH2:10][CH2:11][CH2:12][C:13]1[CH:14]=[CH:15][C:16]([NH2:19])=[CH:17][CH:18]=1)[CH3:9], predict the reactants needed to synthesize it. The reactants are: [CH2:1]([O:3][C:4](=[CH:10][CH:11]=[CH:12][C:13]1[CH:18]=[CH:17][C:16]([N+:19]([O-])=O)=[CH:15][CH:14]=1)[C:5]([O:7][CH2:8][CH3:9])=[O:6])[CH3:2]. (4) Given the product [CH2:15]1[CH2:14][CH2:13][N:12]2[C:30](=[N:33][CH2:19][CH2:18][CH2:17]2)[CH2:29][CH2:28]1, predict the reactants needed to synthesize it. The reactants are: CC(C(OC)=O)C(OC)=O.C[N:12]1[C@@H:17]2[CH2:18][C:19]3C=CC(OC)=C4O[C@H:28]5[C@@H:29](O)[CH:30]=C[C@@H]2[C@:15]5(C=34)[CH2:14][CH2:13]1.[N+:33](C=CC1C=CC=CC=1)([O-])=O.Cl. (5) Given the product [Br:15][C:6]1[C:2]([CH3:1])=[N:3][N:4]([C:8]2[CH:13]=[CH:12][CH:11]=[CH:10][C:9]=2[CH3:14])[C:5]=1[NH2:7], predict the reactants needed to synthesize it. The reactants are: [CH3:1][C:2]1[CH:6]=[C:5]([NH2:7])[N:4]([C:8]2[CH:13]=[CH:12][CH:11]=[CH:10][C:9]=2[CH3:14])[N:3]=1.[Br:15]Br.O.[OH-].[K+]. (6) Given the product [ClH:23].[NH2:26][C@@H:2]([CH2:8][C:9]1[CH:18]=[CH:17][C:16]2[C:11](=[CH:12][CH:13]=[CH:14][CH:15]=2)[CH:10]=1)[CH2:3][C:4]([O:6][CH3:7])=[O:5], predict the reactants needed to synthesize it. The reactants are: O[C@H:2]([CH2:8][C:9]1[CH:18]=[CH:17][C:16]2[C:11](=[CH:12][CH:13]=[CH:14][CH:15]=2)[CH:10]=1)[CH2:3][C:4]([O:6][CH3:7])=[O:5].CS([Cl:23])(=O)=O.C([N:26](CC)CC)C. (7) The reactants are: [F:1][C:2]1[CH:9]=[C:8]([O:10][CH3:11])[CH:7]=[C:6]([F:12])[C:3]=1[CH:4]=O.[C-]#N.[K+].C(=O)([O-])[O-].[NH4+].[NH4+].[OH-].[Na+].S(Cl)(Cl)=O.[BH4-].[Na+].C([N:32]([CH2:35]C)[CH2:33][CH3:34])C.[C:45](O[C:45]([O:47][C:48](C)(C)C)=[O:46])([O:47][C:48](C)(C)C)=[O:46].Br[C:53]1C=C[C:56](N)=[C:55]([NH2:60])[CH:54]=1.[F-].[Cs+].[NH2:63]C1CCCCC1N. Given the product [NH:32]1[C:33]2[CH:34]=[CH:56][C:55]([N:60]3[CH:4]([C:3]4[C:2]([F:1])=[CH:9][C:8]([O:10][CH3:11])=[CH:7][C:6]=4[F:12])[CH2:48][O:47][C:45]3=[O:46])=[CH:54][C:53]=2[N:63]=[CH:35]1, predict the reactants needed to synthesize it. (8) Given the product [N:8]1[CH:9]=[CH:10][CH:11]=[CH:12][C:7]=1[C:6]#[C:5][CH2:4][CH2:3][CH2:2][N:14]1[N:15]=[C:16]2[CH:21]=[CH:20][CH:19]=[CH:18][C:17]2=[N:13]1.[N:8]1[CH:9]=[CH:10][CH:11]=[CH:12][C:7]=1[C:6]#[C:5][CH2:4][CH2:3][CH2:2][N:13]1[C:17]2[CH:18]=[CH:19][CH:20]=[CH:21][C:16]=2[N:15]=[N:14]1, predict the reactants needed to synthesize it. The reactants are: Br[CH2:2][CH2:3][CH2:4][C:5]#[C:6][C:7]1[CH:12]=[CH:11][CH:10]=[CH:9][N:8]=1.[NH:13]1[C:17]2[CH:18]=[CH:19][CH:20]=[CH:21][C:16]=2[N:15]=[N:14]1. (9) The reactants are: [N:1]1([CH2:10][C:11]([O:13]C)=O)[C:9]2[C:4](=[CH:5][CH:6]=[CH:7][CH:8]=2)[CH:3]=[N:2]1.[NH3:15]. Given the product [N:1]1([CH2:10][C:11]([NH2:15])=[O:13])[C:9]2[C:4](=[CH:5][CH:6]=[CH:7][CH:8]=2)[CH:3]=[N:2]1, predict the reactants needed to synthesize it. (10) Given the product [O:22]1[CH2:27][CH2:26][N:25]([C:8]([C:6]2[CH:5]=[C:4]([OH:11])[N:3]=[C:2]([OH:1])[N:7]=2)=[O:10])[C:24]2[CH:28]=[N:29][CH:30]=[CH:31][C:23]1=2, predict the reactants needed to synthesize it. The reactants are: [OH:1][C:2]1[N:7]=[C:6]([C:8]([OH:10])=O)[CH:5]=[C:4]([OH:11])[N:3]=1.S(Cl)(Cl)=O.C(=O)([O-])[O-].[K+].[K+].[O:22]1[CH2:27][CH2:26][NH:25][C:24]2[CH:28]=[N:29][CH:30]=[CH:31][C:23]1=2.